From a dataset of Full USPTO retrosynthesis dataset with 1.9M reactions from patents (1976-2016). Predict the reactants needed to synthesize the given product. (1) The reactants are: [H-].[Na+].[CH3:3][S:4][C:5]1[CH:10]=[CH:9][C:8]([N:11]2[CH2:15][C@H:14]([CH2:16]OS(C)(=O)=O)[O:13][C:12]2=[O:22])=[CH:7][CH:6]=1.[NH:23]1[CH:27]=[CH:26][CH:25]=[N:24]1. Given the product [CH3:3][S:4][C:5]1[CH:10]=[CH:9][C:8]([N:11]2[CH2:15][C@H:14]([CH2:16][N:23]3[CH:27]=[CH:26][CH:25]=[N:24]3)[O:13][C:12]2=[O:22])=[CH:7][CH:6]=1, predict the reactants needed to synthesize it. (2) Given the product [F:1][C:2]1[CH:3]=[N:4][C:5]([C@@H:8]([NH:10][C:11]2[N:12]=[C:13]([NH:30][C:31]3[N:32]=[CH:33][N:34]([CH3:36])[CH:35]=3)[C:14]3[CH:19]=[CH:18][NH:17][C:15]=3[N:16]=2)[CH3:9])=[N:6][CH:7]=1, predict the reactants needed to synthesize it. The reactants are: [F:1][C:2]1[CH:3]=[N:4][C:5]([C@@H:8]([NH:10][C:11]2[N:12]=[C:13]([NH:30][C:31]3[N:32]=[CH:33][N:34]([CH3:36])[CH:35]=3)[C:14]3[CH:19]=[CH:18][N:17](S(C4C=CC(C)=CC=4)(=O)=O)[C:15]=3[N:16]=2)[CH3:9])=[N:6][CH:7]=1.[OH-].[K+].Cl.